Dataset: Full USPTO retrosynthesis dataset with 1.9M reactions from patents (1976-2016). Task: Predict the reactants needed to synthesize the given product. (1) Given the product [CH2:42]([O:49][C:50]([C:52]1[CH:53]=[N:54][NH:55][C:56]=1[N:57]1[C:3](=[O:2])[NH:4][C:5]([CH:6]([C:16]2[CH:21]=[C:20]([O:22][CH3:23])[CH:19]=[C:18]([O:24][CH2:25][CH2:26][CH2:27][O:28][Si:29]([C:32]([CH3:34])([CH3:33])[CH3:35])([CH3:31])[CH3:30])[C:17]=2[F:36])[NH:7][C:8]2[CH:9]=[CH:10][C:11]([C:14]#[N:15])=[CH:12][CH:13]=2)=[N:58]1)=[O:51])[C:43]1[CH:48]=[CH:47][CH:46]=[CH:45][CH:44]=1, predict the reactants needed to synthesize it. The reactants are: C[O:2][C:3](=O)[N:4]=[C:5](SC)[C:6]([C:16]1[CH:21]=[C:20]([O:22][CH3:23])[CH:19]=[C:18]([O:24][CH2:25][CH2:26][CH2:27][O:28][Si:29]([C:32]([CH3:35])([CH3:34])[CH3:33])([CH3:31])[CH3:30])[C:17]=1[F:36])=[N:7][C:8]1[CH:13]=[CH:12][C:11]([C:14]#[N:15])=[CH:10][CH:9]=1.Cl.Cl.[CH2:42]([O:49][C:50]([C:52]1[CH:53]=[N:54][NH:55][C:56]=1[NH:57][NH2:58])=[O:51])[C:43]1[CH:48]=[CH:47][CH:46]=[CH:45][CH:44]=1.COC(=O)N=C(SC)C(C1C=C(OC)C=C(OCCCO[Si](C(C)(C)C)(C)C)C=1F)=NC1C=CC(C2N=C(C)ON=2)=CC=1.Cl.Cl.C(OC(C1C(NN)=NNC=1)=O)C. (2) Given the product [C:18]([O:17][C@H:4]1[C@@H:3]([CH2:2][I:1])[O:7][C@@H:6]([N:8]2[CH:16]=[C:14]([CH3:15])[C:12](=[O:13])[NH:11][C:9]2=[O:10])[CH2:5]1)(=[O:20])[CH3:19], predict the reactants needed to synthesize it. The reactants are: [I:1][CH2:2][C@H:3]1[O:7][C@@H:6]([N:8]2[CH:16]=[C:14]([CH3:15])[C:12](=[O:13])[NH:11][C:9]2=[O:10])[CH2:5][C@H:4]1[OH:17].[C:18](OC(=O)C)(=[O:20])[CH3:19]. (3) Given the product [C:1]([O:14][CH2:13][CH:12]=[C:11]([CH3:15])[CH3:10])(=[O:8])[C:2]1[CH:7]=[CH:6][CH:5]=[CH:4][CH:3]=1, predict the reactants needed to synthesize it. The reactants are: [C:1](Cl)(=[O:8])[C:2]1[CH:7]=[CH:6][CH:5]=[CH:4][CH:3]=1.[CH3:10][C:11]([CH3:15])=[CH:12][CH2:13][OH:14]. (4) Given the product [Br:20][C:21]1[CH:26]=[C:25]([O:27][CH3:28])[CH:24]=[C:23]([CH2:29][Br:31])[CH:22]=1, predict the reactants needed to synthesize it. The reactants are: C1(P(C2C=CC=CC=2)C2C=CC=CC=2)C=CC=CC=1.[Br:20][C:21]1[CH:22]=[C:23]([CH2:29]O)[CH:24]=[C:25]([O:27][CH3:28])[CH:26]=1.[Br:31]N1C(=O)CCC1=O. (5) Given the product [CH2:1]([N:5]([CH2:24][CH:25]([CH3:27])[CH3:26])[C:6]1[CH:11]=[CH:10][C:9]([C:12]2[CH:17]=[CH:16][CH:15]=[CH:14][C:13]=2[C:18]2[NH:22][N:21]=[N:20][N:19]=2)=[CH:8][C:7]=1[NH:23][C:35]([NH:53][C:49]1[S:48][CH:52]=[CH:51][N:50]=1)=[O:36])[CH:2]([CH3:4])[CH3:3], predict the reactants needed to synthesize it. The reactants are: [CH2:1]([N:5]([CH2:24][CH:25]([CH3:27])[CH3:26])[C:6]1[CH:11]=[CH:10][C:9]([C:12]2[CH:17]=[CH:16][CH:15]=[CH:14][C:13]=2[C:18]2[NH:22][N:21]=[N:20][N:19]=2)=[CH:8][C:7]=1[NH2:23])[CH:2]([CH3:4])[CH3:3].CCN(CC)CC.[C:35](Cl)(=O)[O:36]C1C=CC([N+]([O-])=O)=CC=1.[S:48]1[CH:52]=[CH:51][N:50]=[C:49]1[NH2:53]. (6) The reactants are: [F:1][C:2]1[CH:3]=[C:4]([N:11]2[CH2:16][CH2:15][N:14](C(OC(C)(C)C)=O)[CH2:13][CH2:12]2)[CH:5]=[C:6]([F:10])[C:7]=1[O:8][CH3:9].C(O)(C(F)(F)F)=O. Given the product [F:1][C:2]1[CH:3]=[C:4]([N:11]2[CH2:16][CH2:15][NH:14][CH2:13][CH2:12]2)[CH:5]=[C:6]([F:10])[C:7]=1[O:8][CH3:9], predict the reactants needed to synthesize it. (7) The reactants are: ClC(Cl)(Cl)[C:3]([C:5]1[N:14]2[C:8]([CH2:9][N:10]([C:19](=[O:29])[CH2:20][O:21][C:22]3[CH:27]=[CH:26][C:25]([Cl:28])=[CH:24][CH:23]=3)[C:11]3[CH:18]=[CH:17][CH:16]=[CH:15][C:12]=3[CH2:13]2)=[CH:7][CH:6]=1)=[O:4].[C:32]1([C:39]2[CH:44]=[CH:43][CH:42]=[CH:41][CH:40]=2)[CH:37]=[CH:36][C:35]([NH2:38])=[CH:34][CH:33]=1. Given the product [C:32]1([C:39]2[CH:44]=[CH:43][CH:42]=[CH:41][CH:40]=2)[CH:33]=[CH:34][C:35]([NH:38][C:3]([C:5]2[N:14]3[C:8]([CH2:9][N:10]([C:19](=[O:29])[CH2:20][O:21][C:22]4[CH:23]=[CH:24][C:25]([Cl:28])=[CH:26][CH:27]=4)[C:11]4[CH:18]=[CH:17][CH:16]=[CH:15][C:12]=4[CH2:13]3)=[CH:7][CH:6]=2)=[O:4])=[CH:36][CH:37]=1, predict the reactants needed to synthesize it.